This data is from Catalyst prediction with 721,799 reactions and 888 catalyst types from USPTO. The task is: Predict which catalyst facilitates the given reaction. Reactant: [Cl:1][C:2]1[CH:7]=[CH:6][C:5]([CH2:8][CH2:9][CH:10]([NH:13][O:14][CH3:15])[CH2:11][F:12])=[CH:4][CH:3]=1.C(N(CC)CC)C.[F:23][CH:24]([F:34])[C:25]1[C:29]([C:30](Cl)=[O:31])=[CH:28][N:27]([CH3:33])[N:26]=1. Product: [Cl:1][C:2]1[CH:3]=[CH:4][C:5]([CH2:8][CH2:9][CH:10]([N:13]([O:14][CH3:15])[C:30]([C:29]2[C:25]([CH:24]([F:34])[F:23])=[N:26][N:27]([CH3:33])[CH:28]=2)=[O:31])[CH2:11][F:12])=[CH:6][CH:7]=1. The catalyst class is: 4.